This data is from Reaction yield outcomes from USPTO patents with 853,638 reactions. The task is: Predict the reaction yield, written as a fraction of the theoretical maximum amount of product (1.0 means a 100% yield; for example, 0.34 means a 34% yield). (1) The reactants are [C:1](=[O:16])([O:4][C:5]1[CH:10]=[CH:9][C:8]([Br:11])=[CH:7][C:6]=1[C:12]([CH3:15])([CH3:14])[CH3:13])[O:2][CH3:3].[N+:17]([O-])([O-:19])=[O:18].[K+]. The catalyst is OS(O)(=O)=O. The product is [C:1](=[O:16])([O:4][C:5]1[CH:10]=[C:9]([N+:17]([O-:19])=[O:18])[C:8]([Br:11])=[CH:7][C:6]=1[C:12]([CH3:13])([CH3:15])[CH3:14])[O:2][CH3:3]. The yield is 0.600. (2) The reactants are [F:1][C:2]1[C:3]([O:28]COCC[Si](C)(C)C)=[CH:4][C:5]([CH2:23][C:24]([F:27])([F:26])[F:25])=[C:6]([C:8]2[N:13]=[CH:12][C:11]3[CH:14]=[N:15][N:16](C4CCCCO4)[C:10]=3[CH:9]=2)[CH:7]=1. The product is [F:1][C:2]1[CH:7]=[C:6]([C:8]2[N:13]=[CH:12][C:11]3[CH:14]=[N:15][NH:16][C:10]=3[CH:9]=2)[C:5]([CH2:23][C:24]([F:27])([F:25])[F:26])=[CH:4][C:3]=1[OH:28]. The yield is 0.910. The catalyst is C(O)(C(F)(F)F)=O. (3) The reactants are [F:1][C:2]([F:44])([F:43])[C:3]1[CH:4]=[C:5]([C:13]([CH3:42])([CH3:41])[C:14]([N:16]([CH3:40])[C:17]2[C:18]([C:32]3[CH:37]=[CH:36][C:35]([F:38])=[CH:34][C:33]=3[CH3:39])=[CH:19][C:20]([C@H:23]3[NH:27][C@@:26]([CH3:31])([C:28]([NH2:30])=[O:29])[CH2:25][CH2:24]3)=[N:21][CH:22]=2)=[O:15])[CH:6]=[C:7]([C:9]([F:12])([F:11])[F:10])[CH:8]=1.[ClH:45]. The catalyst is C(OCC)C. The product is [ClH:45].[F:44][C:2]([F:1])([F:43])[C:3]1[CH:4]=[C:5]([C:13]([CH3:41])([CH3:42])[C:14]([N:16]([CH3:40])[C:17]2[C:18]([C:32]3[CH:37]=[CH:36][C:35]([F:38])=[CH:34][C:33]=3[CH3:39])=[CH:19][C:20]([C@H:23]3[NH:27][C@@:26]([CH3:31])([C:28]([NH2:30])=[O:29])[CH2:25][CH2:24]3)=[N:21][CH:22]=2)=[O:15])[CH:6]=[C:7]([C:9]([F:10])([F:11])[F:12])[CH:8]=1. The yield is 0.910. (4) The reactants are [C:1]([NH:4][C:5]1[CH:10]=[C:9]([C:11]#[C:12][C:13]2[C:18]([NH:19]C(=O)C(F)(F)F)=[CH:17][C:16]([Br:26])=[CH:15][N:14]=2)[CH:8]=[CH:7][N:6]=1)(=[O:3])[CH3:2].Br[C:28]1[CH:33]=[CH:32][C:31]([O:34][CH3:35])=[CH:30][N:29]=1.C(=O)([O-])[O-].[Cs+].[Cs+].C(Cl)Cl. The catalyst is CC#N.C1C=CC([P]([Pd]([P](C2C=CC=CC=2)(C2C=CC=CC=2)C2C=CC=CC=2)([P](C2C=CC=CC=2)(C2C=CC=CC=2)C2C=CC=CC=2)[P](C2C=CC=CC=2)(C2C=CC=CC=2)C2C=CC=CC=2)(C2C=CC=CC=2)C2C=CC=CC=2)=CC=1. The product is [Br:26][C:16]1[CH:17]=[C:18]2[NH:19][C:11]([C:9]3[CH:8]=[CH:7][N:6]=[C:5]([NH:4][C:1](=[O:3])[CH3:2])[CH:10]=3)=[C:12]([C:28]3[CH:33]=[CH:32][C:31]([O:34][CH3:35])=[CH:30][N:29]=3)[C:13]2=[N:14][CH:15]=1. The yield is 0.650. (5) The reactants are [F:1][C:2]1[CH:3]=[C:4]([C:9]2[N:14]=[CH:13][CH:12]=[CH:11][N:10]=2)[CH:5]=[C:6]([F:8])[CH:7]=1.[N+:15]([O-])([OH:17])=[O:16]. The catalyst is OS(O)(=O)=O.O. The product is [F:1][C:2]1[C:3]([N+:15]([O-:17])=[O:16])=[C:4]([C:9]2[N:10]=[CH:11][CH:12]=[CH:13][N:14]=2)[CH:5]=[C:6]([F:8])[CH:7]=1. The yield is 1.00. (6) The reactants are [CH2:1]([N:4]1[C:8]([C:9]2[CH:10]=[C:11]([C:14]([O:16][CH3:17])=[O:15])[S:12][CH:13]=2)=[CH:7][CH:6]=[N:5]1)[CH2:2][CH3:3].C1C(=O)N([Cl:25])C(=O)C1. The catalyst is C1COCC1. The product is [Cl:25][C:7]1[CH:6]=[N:5][N:4]([CH2:1][CH2:2][CH3:3])[C:8]=1[C:9]1[CH:10]=[C:11]([C:14]([O:16][CH3:17])=[O:15])[S:12][CH:13]=1. The yield is 0.700.